From a dataset of Catalyst prediction with 721,799 reactions and 888 catalyst types from USPTO. Predict which catalyst facilitates the given reaction. (1) Reactant: [CH:1]1([C:4]([N:6]2[CH2:11][CH2:10][N:9]([C:12]([C:14]3[CH:15]=[C:16]([CH:31]=[CH:32][CH:33]=3)[C:17]([NH:19][C:20]3[C:21](O)=[C:22]([CH:27]=[CH:28][CH:29]=3)[C:23]([O:25][CH3:26])=[O:24])=[O:18])=[O:13])[CH2:8][CH2:7]2)=[O:5])[CH2:3][CH2:2]1.O.CC1C=CC(S(O)(=O)=O)=CC=1. Product: [CH:1]1([C:4]([N:6]2[CH2:11][CH2:10][N:9]([C:12]([C:14]3[CH:15]=[C:16]([C:17]4[O:18][C:21]5[C:22]([C:23]([O:25][CH3:26])=[O:24])=[CH:27][CH:28]=[CH:29][C:20]=5[N:19]=4)[CH:31]=[CH:32][CH:33]=3)=[O:13])[CH2:8][CH2:7]2)=[O:5])[CH2:3][CH2:2]1. The catalyst class is: 11. (2) Reactant: [NH2:1][C:2]1[CH:10]=[CH:9][C:5]([C:6]([OH:8])=[O:7])=[C:4]([O:11][CH3:12])[CH:3]=1.[N:13]([O-])=O.[Na+].[Sn](Cl)[Cl:18]. Product: [ClH:18].[CH3:12][O:11][C:4]1[CH:3]=[C:2]([NH:1][NH2:13])[CH:10]=[CH:9][C:5]=1[C:6]([OH:8])=[O:7]. The catalyst class is: 126.